This data is from NCI-60 drug combinations with 297,098 pairs across 59 cell lines. The task is: Regression. Given two drug SMILES strings and cell line genomic features, predict the synergy score measuring deviation from expected non-interaction effect. Drug 1: CN(C)N=NC1=C(NC=N1)C(=O)N. Drug 2: CC(C1=C(C=CC(=C1Cl)F)Cl)OC2=C(N=CC(=C2)C3=CN(N=C3)C4CCNCC4)N. Cell line: M14. Synergy scores: CSS=-4.12, Synergy_ZIP=4.71, Synergy_Bliss=3.43, Synergy_Loewe=0.124, Synergy_HSA=-1.29.